From a dataset of NCI-60 drug combinations with 297,098 pairs across 59 cell lines. Regression. Given two drug SMILES strings and cell line genomic features, predict the synergy score measuring deviation from expected non-interaction effect. (1) Drug 1: CC1=C(C=C(C=C1)NC(=O)C2=CC=C(C=C2)CN3CCN(CC3)C)NC4=NC=CC(=N4)C5=CN=CC=C5. Drug 2: CC1=C(C(=CC=C1)Cl)NC(=O)C2=CN=C(S2)NC3=CC(=NC(=N3)C)N4CCN(CC4)CCO. Cell line: RPMI-8226. Synergy scores: CSS=-5.47, Synergy_ZIP=1.97, Synergy_Bliss=-2.29, Synergy_Loewe=-4.27, Synergy_HSA=-5.30. (2) Drug 1: C1=CC=C(C=C1)NC(=O)CCCCCCC(=O)NO. Drug 2: C#CCC(CC1=CN=C2C(=N1)C(=NC(=N2)N)N)C3=CC=C(C=C3)C(=O)NC(CCC(=O)O)C(=O)O. Cell line: SF-295. Synergy scores: CSS=30.7, Synergy_ZIP=1.15, Synergy_Bliss=-2.37, Synergy_Loewe=-17.1, Synergy_HSA=-0.101. (3) Drug 1: C1=CC(=CC=C1CC(C(=O)O)N)N(CCCl)CCCl.Cl. Drug 2: CC1C(C(=O)NC(C(=O)N2CCCC2C(=O)N(CC(=O)N(C(C(=O)O1)C(C)C)C)C)C(C)C)NC(=O)C3=C4C(=C(C=C3)C)OC5=C(C(=O)C(=C(C5=N4)C(=O)NC6C(OC(=O)C(N(C(=O)CN(C(=O)C7CCCN7C(=O)C(NC6=O)C(C)C)C)C)C(C)C)C)N)C. Cell line: DU-145. Synergy scores: CSS=1.89, Synergy_ZIP=0.175, Synergy_Bliss=1.01, Synergy_Loewe=-1.55, Synergy_HSA=-1.84. (4) Drug 1: CC1C(C(CC(O1)OC2CC(CC3=C2C(=C4C(=C3O)C(=O)C5=C(C4=O)C(=CC=C5)OC)O)(C(=O)CO)O)N)O.Cl. Drug 2: C1CN(P(=O)(OC1)NCCCl)CCCl. Cell line: MDA-MB-231. Synergy scores: CSS=8.17, Synergy_ZIP=-2.80, Synergy_Bliss=-2.64, Synergy_Loewe=4.12, Synergy_HSA=0.925. (5) Drug 1: CC1C(C(CC(O1)OC2CC(OC(C2O)C)OC3=CC4=CC5=C(C(=O)C(C(C5)C(C(=O)C(C(C)O)O)OC)OC6CC(C(C(O6)C)O)OC7CC(C(C(O7)C)O)OC8CC(C(C(O8)C)O)(C)O)C(=C4C(=C3C)O)O)O)O. Drug 2: CS(=O)(=O)OCCCCOS(=O)(=O)C. Cell line: ACHN. Synergy scores: CSS=61.4, Synergy_ZIP=-4.06, Synergy_Bliss=-2.45, Synergy_Loewe=-1.28, Synergy_HSA=0.0365. (6) Drug 1: C1=CC(=CC=C1CCC2=CNC3=C2C(=O)NC(=N3)N)C(=O)NC(CCC(=O)O)C(=O)O. Drug 2: CC1CCCC2(C(O2)CC(NC(=O)CC(C(C(=O)C(C1O)C)(C)C)O)C(=CC3=CSC(=N3)C)C)C. Cell line: HOP-92. Synergy scores: CSS=7.52, Synergy_ZIP=-1.86, Synergy_Bliss=-1.38, Synergy_Loewe=-1.27, Synergy_HSA=-1.75. (7) Drug 1: CCCCCOC(=O)NC1=NC(=O)N(C=C1F)C2C(C(C(O2)C)O)O. Drug 2: CC1C(C(CC(O1)OC2CC(CC3=C2C(=C4C(=C3O)C(=O)C5=CC=CC=C5C4=O)O)(C(=O)C)O)N)O. Cell line: HOP-62. Synergy scores: CSS=35.7, Synergy_ZIP=-0.173, Synergy_Bliss=-2.29, Synergy_Loewe=-53.1, Synergy_HSA=-3.56.